Dataset: Peptide-MHC class I binding affinity with 185,985 pairs from IEDB/IMGT. Task: Regression. Given a peptide amino acid sequence and an MHC pseudo amino acid sequence, predict their binding affinity value. This is MHC class I binding data. (1) The peptide sequence is ATAGWTFGA. The MHC is HLA-A02:02 with pseudo-sequence HLA-A02:02. The binding affinity (normalized) is 0.618. (2) The peptide sequence is SLKRTGHGV. The MHC is HLA-A02:01 with pseudo-sequence HLA-A02:01. The binding affinity (normalized) is 0.0130. (3) The peptide sequence is DLEKYNLAF. The MHC is HLA-A03:01 with pseudo-sequence HLA-A03:01. The binding affinity (normalized) is 0.0847. (4) The peptide sequence is TSPDLSFSL. The MHC is HLA-B58:01 with pseudo-sequence HLA-B58:01. The binding affinity (normalized) is 0.158.